Dataset: Reaction yield outcomes from USPTO patents with 853,638 reactions. Task: Predict the reaction yield, written as a fraction of the theoretical maximum amount of product (1.0 means a 100% yield; for example, 0.34 means a 34% yield). The reactants are C([O-])([O-])=O.[K+].[K+].[CH2:7](Br)[CH:8]=[CH2:9].[CH2:11]([C:14]1[C:15]([Cl:24])=[C:16]([CH:19]=[C:20]([Br:23])[C:21]=1[SH:22])[C:17]#[N:18])[CH:12]=[CH2:13]. The catalyst is CC#N. The product is [CH2:11]([C:14]1[C:15]([Cl:24])=[C:16]([CH:19]=[C:20]([Br:23])[C:21]=1[S:22][CH2:9][CH:8]=[CH2:7])[C:17]#[N:18])[CH:12]=[CH2:13]. The yield is 0.777.